Task: Predict the product of the given reaction.. Dataset: Forward reaction prediction with 1.9M reactions from USPTO patents (1976-2016) Given the reactants [H-].[Na+].[NH:3]1[CH:7]=[CH:6][CH:5]=[CH:4]1.[C:8]1([S:14](Cl)(=[O:16])=[O:15])[CH:13]=[CH:12][CH:11]=[CH:10][CH:9]=1, predict the reaction product. The product is: [C:8]1([S:14]([N:3]2[CH:7]=[CH:6][CH:5]=[CH:4]2)(=[O:16])=[O:15])[CH:13]=[CH:12][CH:11]=[CH:10][CH:9]=1.